From a dataset of Full USPTO retrosynthesis dataset with 1.9M reactions from patents (1976-2016). Predict the reactants needed to synthesize the given product. (1) The reactants are: [NH2:1][CH2:2][CH2:3][CH2:4][N:5]1[CH2:10][CH2:9][O:8][CH2:7][CH2:6]1.[O:11]1[C:21]2[C:16](=[CH:17][CH:18]=[CH:19][CH:20]=2)[CH2:15][CH2:14][C:12]1=[O:13]. Given the product [OH:11][C:21]1[CH:20]=[CH:19][CH:18]=[CH:17][C:16]=1[CH2:15][CH2:14][C:12]([NH:1][CH2:2][CH2:3][CH2:4][N:5]1[CH2:10][CH2:9][O:8][CH2:7][CH2:6]1)=[O:13], predict the reactants needed to synthesize it. (2) Given the product [CH3:4][O:3][C:1](=[O:2])[C:5]1[CH:12]=[CH:11][C:8]([CH:9]=[CH:14][C:13](=[O:15])[C:16]2[CH:21]=[CH:20][CH:19]=[CH:18][CH:17]=2)=[CH:7][CH:6]=1, predict the reactants needed to synthesize it. The reactants are: [C:1]([C:5]1[CH:12]=[CH:11][C:8]([CH:9]=O)=[CH:7][CH:6]=1)([O:3][CH3:4])=[O:2].[C:13]([C:16]1[CH:21]=[CH:20][CH:19]=[CH:18][CH:17]=1)(=[O:15])[CH3:14].C[O-].[Na+].Cl. (3) Given the product [Br:1][C:2]1[CH:3]=[C:4]([CH:26]=[CH:27][CH:28]=1)[CH2:5][N:6]1[C:14]2[C:13](=[O:15])[N:12]([CH3:16])[C:11](=[O:17])[N:10]([CH3:18])[C:9]=2[N:8]=[C:7]1[CH2:19][CH2:20][CH2:21][OH:22], predict the reactants needed to synthesize it. The reactants are: [Br:1][C:2]1[CH:3]=[C:4]([CH:26]=[CH:27][CH:28]=1)[CH2:5][N:6]1[C:14]2[C:13](=[O:15])[N:12]([CH3:16])[C:11](=[O:17])[N:10]([CH3:18])[C:9]=2[N:8]=[C:7]1[CH2:19][CH2:20][C:21](OCC)=[O:22].[BH4-].[Na+].CO. (4) The reactants are: C(O)C.C([O:11][CH2:12][CH2:13][CH2:14][O:15][C:16]1[CH:25]=[C:24]2[C:19]([CH2:20][CH2:21][C:22]([CH2:31][CH3:32])([C:26]([O:28][CH2:29][CH3:30])=[O:27])[O:23]2)=[CH:18][CH:17]=1)C1C=CC=CC=1. Given the product [OH:11][CH2:12][CH2:13][CH2:14][O:15][C:16]1[CH:25]=[C:24]2[C:19]([CH2:20][CH2:21][C:22]([CH2:31][CH3:32])([C:26]([O:28][CH2:29][CH3:30])=[O:27])[O:23]2)=[CH:18][CH:17]=1, predict the reactants needed to synthesize it. (5) Given the product [Cl:19][C:20]1[CH:21]=[C:22]([CH:25]=[CH:26][C:27]=1[Cl:28])[CH2:23][N:16]1[CH2:17][CH2:18][CH:13]([CH2:12][O:11][C:7]2[CH:8]=[CH:9][CH:10]=[C:3]([F:2])[C:4]=2[C:5]#[N:6])[CH2:14][CH2:15]1, predict the reactants needed to synthesize it. The reactants are: Cl.[F:2][C:3]1[CH:10]=[CH:9][CH:8]=[C:7]([O:11][CH2:12][CH:13]2[CH2:18][CH2:17][NH:16][CH2:15][CH2:14]2)[C:4]=1[C:5]#[N:6].[Cl:19][C:20]1[CH:21]=[C:22]([CH:25]=[CH:26][C:27]=1[Cl:28])[CH2:23]Cl.C(N(CC)CC)C. (6) Given the product [OH:19][C:17]1[CH:16]=[CH:15][N:14]([C:2]2[CH:11]=[CH:10][C:5]([C:6]([O:8][CH3:9])=[O:7])=[CH:4][CH:3]=2)[C:13](=[O:12])[CH:18]=1, predict the reactants needed to synthesize it. The reactants are: I[C:2]1[CH:11]=[CH:10][C:5]([C:6]([O:8][CH3:9])=[O:7])=[CH:4][CH:3]=1.[OH:12][C:13]1[CH:18]=[C:17]([OH:19])[CH:16]=[CH:15][N:14]=1.C([O-])([O-])=O.[K+].[K+]. (7) The reactants are: [NH2:1][C:2]1[N:7]=[C:6]([C:8]([F:11])([CH3:10])[CH3:9])[N:5]=[C:4]([NH:12][CH:13]([CH:23]2[CH2:25][CH2:24]2)[CH2:14][CH2:15][CH2:16][C:17]2[CH:22]=[CH:21][CH:20]=[CH:19][CH:18]=2)[N:3]=1.[Cl:26][C:27]1[CH:34]=[CH:33][C:30]([CH:31]=O)=[CH:29][CH:28]=1.C1(C)C=CC(S(O)(=O)=O)=CC=1.O. Given the product [Cl:26][C:27]1[CH:34]=[CH:33][C:30]([CH:31]=[N:1][C:2]2[N:7]=[C:6]([C:8]([F:11])([CH3:9])[CH3:10])[N:5]=[C:4]([NH:12][CH:13]([CH:23]3[CH2:24][CH2:25]3)[CH2:14][CH2:15][CH2:16][C:17]3[CH:22]=[CH:21][CH:20]=[CH:19][CH:18]=3)[N:3]=2)=[CH:29][CH:28]=1, predict the reactants needed to synthesize it. (8) Given the product [CH:1]1([CH2:4][N:5]2[C:9]3[CH:10]=[CH:11][C:12]([S:14]([CH2:17][C:18]([NH:20][C:32]([NH2:29])=[O:36])([CH3:19])[CH3:21])(=[O:16])=[O:15])=[CH:13][C:8]=3[N:7]=[C:6]2[CH2:22][C:23]([CH3:26])([CH3:25])[CH3:24])[CH2:2][CH2:3]1, predict the reactants needed to synthesize it. The reactants are: [CH:1]1([CH2:4][N:5]2[C:9]3[CH:10]=[CH:11][C:12]([S:14]([CH2:17][C:18]([CH3:21])([NH2:20])[CH3:19])(=[O:16])=[O:15])=[CH:13][C:8]=3[N:7]=[C:6]2[CH2:22][C:23]([CH3:26])([CH3:25])[CH3:24])[CH2:3][CH2:2]1.C([N:29]([CH2:32]C)CC)C.ClC(OC1C=CC([N+]([O-])=O)=CC=1)=[O:36].[OH-].[NH4+].